From a dataset of Full USPTO retrosynthesis dataset with 1.9M reactions from patents (1976-2016). Predict the reactants needed to synthesize the given product. (1) Given the product [Cl:1][C:2]1[C:7]([C:8]2[CH:9]=[CH:10][CH:11]=[CH:12][CH:13]=2)=[N:6][N:5]=[C:4]2[N:14]([CH2:23][C:24]([NH:34][CH:31]3[CH2:32][CH2:33][N:28]([CH3:27])[CH2:29][CH2:30]3)=[O:26])[N:15]=[C:16]([C:17]3[CH:22]=[CH:21][CH:20]=[CH:19][CH:18]=3)[C:3]=12, predict the reactants needed to synthesize it. The reactants are: [Cl:1][C:2]1[C:7]([C:8]2[CH:13]=[CH:12][CH:11]=[CH:10][CH:9]=2)=[N:6][N:5]=[C:4]2[N:14]([CH2:23][C:24]([OH:26])=O)[N:15]=[C:16]([C:17]3[CH:22]=[CH:21][CH:20]=[CH:19][CH:18]=3)[C:3]=12.[CH3:27][N:28]1[CH2:33][CH2:32][CH:31]([NH2:34])[CH2:30][CH2:29]1.C(N(C(C)C)CC)(C)C. (2) Given the product [CH3:17][O:16][C:12](=[O:15])[CH2:13][CH2:14][CH:8]([C:4]1[CH:5]=[CH:6][CH:7]=[C:2]([Cl:1])[CH:3]=1)[N+:9]([O-:11])=[O:10], predict the reactants needed to synthesize it. The reactants are: [Cl:1][C:2]1[CH:7]=[CH:6][CH:5]=[C:4]([CH2:8][N+:9]([O-:11])=[O:10])[CH:3]=1.[C:12]([O:16][CH3:17])(=[O:15])[CH:13]=[CH2:14]. (3) Given the product [C:15]([O:14][N:13]=[C:11]1[CH2:10][C@@H:9]([C:19]([N:50]2[CH2:51][CH2:52][N:47]([CH2:46][C:44]3[CH:43]=[CH:42][C:41]4[O:37][CH2:38][O:39][C:40]=4[CH:45]=3)[CH2:48][CH2:49]2)=[O:21])[N:8]([C:6]([C:28]2[C:23](=[O:22])[O:24][C:25]([CH2:32][CH2:33][CH2:34][CH2:35][CH3:36])=[CH:26][CH:27]=2)=[O:7])[CH2:12]1)([CH3:16])([CH3:17])[CH3:18], predict the reactants needed to synthesize it. The reactants are: C(O[C:6]([N:8]1[CH2:12][C:11](=[N:13][O:14][C:15]([CH3:18])([CH3:17])[CH3:16])[CH2:10][C@H:9]1[C:19]([OH:21])=O)=[O:7])(C)(C)C.[O:22]=[C:23]1[C:28](C(Cl)=O)=[CH:27][CH:26]=[C:25]([CH2:32][CH2:33][CH2:34][CH2:35][CH3:36])[O:24]1.[O:37]1[C:41]2[CH:42]=[CH:43][C:44]([CH2:46][N:47]3[CH2:52][CH2:51][NH:50][CH2:49][CH2:48]3)=[CH:45][C:40]=2[O:39][CH2:38]1. (4) Given the product [CH3:35][CH2:29][CH2:30][CH2:32][CH2:20][CH2:21][CH2:22][CH2:23][CH2:24][CH2:19][CH2:18][CH2:16][N:9]1[CH2:3][CH:4]([CH3:8])[O:14][CH:12]([CH3:50])[CH2:10]1, predict the reactants needed to synthesize it. The reactants are: CC1C=CC=[C:4]([CH3:8])[C:3]=1[N:9]([C:16]([CH2:18][C:19]1[CH:24]=[CH:23][CH:22]=[CH:21][CH:20]=1)=O)[C@@H:10]([C:12]([O:14]C)=O)C.C[C@@H](NC([C@@H](NC(O)=O)C(C)C)=O)C1S[C:30]2[CH:32]=C(F)C=[CH:35][C:29]=2N=1.ClCl.[CH:50](=O)C=CC1C=CC=CC=1.CCCCNC(OCC#CI)=O.CC1ONC(=O)C=1.CC1C(C(C2C(C)=C(Br)C=CC=2OC)=O)=C(OC)C(OC)=C(OC)C=1. (5) Given the product [C:1]([O:5][C:6]([N:8]([CH2:31][C@H:32]([OH:39])[C:33]1[CH:38]=[CH:37][CH:36]=[CH:35][CH:34]=1)[CH2:9][CH2:10][C:11]1[CH:12]=[CH:13][C:14]([C:17]2[CH:22]=[CH:21][C:20]([C:23]([OH:25])=[O:24])=[C:19]([O:27][CH:28]([CH3:30])[CH3:29])[CH:18]=2)=[CH:15][CH:16]=1)=[O:7])([CH3:3])([CH3:4])[CH3:2], predict the reactants needed to synthesize it. The reactants are: [C:1]([O:5][C:6]([N:8]([CH2:31][C@H:32]([OH:39])[C:33]1[CH:38]=[CH:37][CH:36]=[CH:35][CH:34]=1)[CH2:9][CH2:10][C:11]1[CH:16]=[CH:15][C:14]([C:17]2[CH:22]=[CH:21][C:20]([C:23]([O:25]C)=[O:24])=[C:19]([O:27][CH:28]([CH3:30])[CH3:29])[CH:18]=2)=[CH:13][CH:12]=1)=[O:7])([CH3:4])([CH3:3])[CH3:2].O1CCCC1.[OH-].[Na+].Cl. (6) Given the product [C:1]([N:5]1[C:9]([C:10]2[CH:15]=[CH:14][C:13]([F:16])=[CH:12][CH:11]=2)=[C:8]([C:17]2[S:18][CH:19]=[C:20]([CH:22]([CH2:30][C:31]3[CH:36]=[CH:35][CH:34]=[CH:33][CH:32]=3)[C:23]([O:25][CH2:26][CH3:27])=[O:24])[N:21]=2)[CH:7]=[N:6]1)([CH3:4])([CH3:3])[CH3:2], predict the reactants needed to synthesize it. The reactants are: [C:1]([N:5]1[C:9]([C:10]2[CH:15]=[CH:14][C:13]([F:16])=[CH:12][CH:11]=2)=[C:8]([C:17]2[S:18][CH:19]=[C:20]([CH2:22][C:23]([O:25][CH2:26][CH3:27])=[O:24])[N:21]=2)[CH:7]=[N:6]1)([CH3:4])([CH3:3])[CH3:2].[H-].[Na+].[CH2:30](Br)[C:31]1[CH:36]=[CH:35][CH:34]=[CH:33][CH:32]=1.O. (7) Given the product [CH3:33][S:34]([O:17][CH2:16][CH2:15][N:12]1[CH2:13][CH2:14][CH:9]([N:8]([CH2:1][C:2]2[CH:3]=[CH:4][CH:5]=[CH:6][CH:7]=2)[CH2:19][C:20]2[CH:21]=[CH:22][CH:23]=[CH:24][CH:25]=2)[CH2:10][CH:11]1[CH3:18])(=[O:36])=[O:35], predict the reactants needed to synthesize it. The reactants are: [CH2:1]([N:8]([CH2:19][C:20]1[CH:25]=[CH:24][CH:23]=[CH:22][CH:21]=1)[CH:9]1[CH2:14][CH2:13][N:12]([CH2:15][CH2:16][OH:17])[CH:11]([CH3:18])[CH2:10]1)[C:2]1[CH:7]=[CH:6][CH:5]=[CH:4][CH:3]=1.C(N(CC)CC)C.[CH3:33][S:34](Cl)(=[O:36])=[O:35].P([O-])([O-])([O-])=O.[K+].[K+].[K+].